From a dataset of CYP3A4 substrate classification data from Carbon-Mangels et al.. Regression/Classification. Given a drug SMILES string, predict its absorption, distribution, metabolism, or excretion properties. Task type varies by dataset: regression for continuous measurements (e.g., permeability, clearance, half-life) or binary classification for categorical outcomes (e.g., BBB penetration, CYP inhibition). Dataset: cyp3a4_substrate_carbonmangels. (1) The molecule is CCN(CC)CCN1C(=O)CN=C(c2ccccc2F)c2cc(Cl)ccc21. The result is 0 (non-substrate). (2) The drug is OCCOCCN1CCN(C2=Nc3ccccc3Sc3ccccc32)CC1. The result is 1 (substrate). (3) The drug is ClC=C(Cl)Cl. The result is 1 (substrate). (4) The molecule is COc1cccc2c1C(=O)c1c(O)c3c(c(O)c1C2=O)C[C@@](O)(C(=O)CO)C[C@@H]3O[C@H]1C[C@H](N)[C@H](O)[C@H](C)O1. The result is 1 (substrate). (5) The molecule is CCOC(=O)[C@H](CCc1ccccc1)N[C@@H](C)C(=O)N1CCC[C@H]1C(=O)O. The result is 1 (substrate). (6) The molecule is O[C@@](CCN1CCCCC1)(c1ccccc1)[C@@H]1C[C@@H]2C=C[C@H]1C2. The result is 0 (non-substrate). (7) The compound is CCC[C@H]1C(=O)N2C(N(C)C)=Nc3ccc(C)cc3N2C1=O. The result is 0 (non-substrate).